From a dataset of Forward reaction prediction with 1.9M reactions from USPTO patents (1976-2016). Predict the product of the given reaction. Given the reactants F[C:2]1[CH:7]=[CH:6][C:5]([C:8]2[O:9][C:10]3[CH:16]=[CH:15][CH:14]=[CH:13][C:11]=3[N:12]=2)=[CH:4][C:3]=1[N+:17]([O-:19])=[O:18].C(=O)([O-])[O-].[K+].[K+].[NH2:26][CH2:27][CH2:28][N:29]1[CH2:34][CH2:33][CH2:32][CH2:31][CH2:30]1.O, predict the reaction product. The product is: [N:29]1([CH2:28][CH2:27][NH:26][C:2]2[CH:7]=[CH:6][C:5]([C:8]3[O:9][C:10]4[CH:16]=[CH:15][CH:14]=[CH:13][C:11]=4[N:12]=3)=[CH:4][C:3]=2[N+:17]([O-:19])=[O:18])[CH2:34][CH2:33][CH2:32][CH2:31][CH2:30]1.